This data is from Full USPTO retrosynthesis dataset with 1.9M reactions from patents (1976-2016). The task is: Predict the reactants needed to synthesize the given product. (1) The reactants are: [Br:1][C:2]1[CH:6]=[CH:5][NH:4][N:3]=1.O1CCCC1.CC(C)([O-])C.[K+].Cl[CH2:19][CH2:20][S:21]([CH3:24])(=[O:23])=[O:22].C(OCC)(=O)C. Given the product [Br:1][C:2]1[CH:6]=[CH:5][N:4]([CH2:19][CH2:20][S:21]([CH3:24])(=[O:23])=[O:22])[N:3]=1, predict the reactants needed to synthesize it. (2) Given the product [Fe:31]([Cl:33])[Cl:32].[CH3:1][C:2]1[CH:7]=[C:6]([CH3:8])[CH:5]=[C:4]([CH3:9])[C:3]=1[N:10]=[C:11]([C:13]1[CH:18]=[CH:17][CH:16]=[C:15]([C:19](=[N:21][C:22]2[C:23]([CH3:30])=[CH:24][C:25]([CH3:29])=[CH:26][C:27]=2[CH3:28])[CH3:20])[N:14]=1)[CH3:12], predict the reactants needed to synthesize it. The reactants are: [CH3:1][C:2]1[CH:7]=[C:6]([CH3:8])[CH:5]=[C:4]([CH3:9])[C:3]=1[N:10]=[C:11]([C:13]1[CH:18]=[CH:17][CH:16]=[C:15]([C:19](=[N:21][C:22]2[C:27]([CH3:28])=[CH:26][C:25]([CH3:29])=[CH:24][C:23]=2[CH3:30])[CH3:20])[N:14]=1)[CH3:12].[Fe:31]([Cl:33])[Cl:32].